From a dataset of NCI-60 drug combinations with 297,098 pairs across 59 cell lines. Regression. Given two drug SMILES strings and cell line genomic features, predict the synergy score measuring deviation from expected non-interaction effect. (1) Drug 1: CC1C(C(CC(O1)OC2CC(OC(C2O)C)OC3=CC4=CC5=C(C(=O)C(C(C5)C(C(=O)C(C(C)O)O)OC)OC6CC(C(C(O6)C)O)OC7CC(C(C(O7)C)O)OC8CC(C(C(O8)C)O)(C)O)C(=C4C(=C3C)O)O)O)O. Drug 2: CCC1(C2=C(COC1=O)C(=O)N3CC4=CC5=C(C=CC(=C5CN(C)C)O)N=C4C3=C2)O.Cl. Cell line: SF-268. Synergy scores: CSS=58.0, Synergy_ZIP=-1.53, Synergy_Bliss=-1.14, Synergy_Loewe=0.643, Synergy_HSA=1.48. (2) Drug 1: C1=NC2=C(N1)C(=S)N=C(N2)N. Drug 2: CC1CCC2CC(C(=CC=CC=CC(CC(C(=O)C(C(C(=CC(C(=O)CC(OC(=O)C3CCCCN3C(=O)C(=O)C1(O2)O)C(C)CC4CCC(C(C4)OC)O)C)C)O)OC)C)C)C)OC. Cell line: NCI-H460. Synergy scores: CSS=48.6, Synergy_ZIP=-3.53, Synergy_Bliss=-4.17, Synergy_Loewe=-2.32, Synergy_HSA=-0.200. (3) Drug 1: COC1=CC(=CC(=C1O)OC)C2C3C(COC3=O)C(C4=CC5=C(C=C24)OCO5)OC6C(C(C7C(O6)COC(O7)C8=CC=CS8)O)O. Drug 2: C1=C(C(=O)NC(=O)N1)F. Cell line: IGROV1. Synergy scores: CSS=50.4, Synergy_ZIP=2.73, Synergy_Bliss=2.07, Synergy_Loewe=5.83, Synergy_HSA=7.94. (4) Drug 1: C1=NC2=C(N=C(N=C2N1C3C(C(C(O3)CO)O)F)Cl)N. Drug 2: C1CCC(C(C1)N)N.C(=O)(C(=O)[O-])[O-].[Pt+4]. Cell line: KM12. Synergy scores: CSS=33.7, Synergy_ZIP=2.32, Synergy_Bliss=12.9, Synergy_Loewe=-3.50, Synergy_HSA=6.91. (5) Drug 1: CC1=C(C=C(C=C1)NC2=NC=CC(=N2)N(C)C3=CC4=NN(C(=C4C=C3)C)C)S(=O)(=O)N.Cl. Drug 2: C1CN(CCN1C(=O)CCBr)C(=O)CCBr. Cell line: NCI-H226. Synergy scores: CSS=23.0, Synergy_ZIP=-5.40, Synergy_Bliss=2.45, Synergy_Loewe=3.56, Synergy_HSA=4.98. (6) Drug 1: CC1C(C(CC(O1)OC2CC(CC3=C2C(=C4C(=C3O)C(=O)C5=C(C4=O)C(=CC=C5)OC)O)(C(=O)CO)O)N)O.Cl. Drug 2: CC1=C(N=C(N=C1N)C(CC(=O)N)NCC(C(=O)N)N)C(=O)NC(C(C2=CN=CN2)OC3C(C(C(C(O3)CO)O)O)OC4C(C(C(C(O4)CO)O)OC(=O)N)O)C(=O)NC(C)C(C(C)C(=O)NC(C(C)O)C(=O)NCCC5=NC(=CS5)C6=NC(=CS6)C(=O)NCCC[S+](C)C)O. Cell line: SK-MEL-28. Synergy scores: CSS=12.9, Synergy_ZIP=-2.93, Synergy_Bliss=6.49, Synergy_Loewe=-3.29, Synergy_HSA=3.43. (7) Drug 1: C1CC(=O)NC(=O)C1N2CC3=C(C2=O)C=CC=C3N. Drug 2: CC1=C(C(=O)C2=C(C1=O)N3CC4C(C3(C2COC(=O)N)OC)N4)N. Cell line: MDA-MB-435. Synergy scores: CSS=20.0, Synergy_ZIP=-0.193, Synergy_Bliss=5.15, Synergy_Loewe=4.55, Synergy_HSA=5.93.